From a dataset of Catalyst prediction with 721,799 reactions and 888 catalyst types from USPTO. Predict which catalyst facilitates the given reaction. (1) Reactant: C[O:2][C:3]([C:5]1[CH:10]=[CH:9][CH:8]=[C:7]([NH:11][C:12]([C:14]2[CH:19]=[C:18]([Cl:20])[CH:17]=[CH:16][N:15]=2)=[O:13])[N:6]=1)=O.O.[NH2:22][NH2:23]. Product: [Cl:20][C:18]1[CH:17]=[CH:16][N:15]=[C:14]([C:12]([NH:11][C:7]2[CH:8]=[CH:9][CH:10]=[C:5]([C:3]([NH:22][NH2:23])=[O:2])[N:6]=2)=[O:13])[CH:19]=1. The catalyst class is: 8. (2) Reactant: [NH2:1][C:2]1[C:7]([S:8]([NH:11][C:12]([CH3:15])([CH3:14])[CH3:13])(=[O:10])=[O:9])=[CH:6][C:5]([Br:16])=[CH:4][N:3]=1.Cl[CH2:18][C:19](=O)[CH3:20]. Product: [Br:16][C:5]1[CH:6]=[C:7]([S:8]([NH:11][C:12]([CH3:13])([CH3:15])[CH3:14])(=[O:10])=[O:9])[C:2]2[N:3]([CH:18]=[C:19]([CH3:20])[N:1]=2)[CH:4]=1. The catalyst class is: 8.